This data is from Full USPTO retrosynthesis dataset with 1.9M reactions from patents (1976-2016). The task is: Predict the reactants needed to synthesize the given product. (1) Given the product [Cl:2][C:3]1[CH:9]=[C:8]([OH:10])[CH:7]=[CH:6][C:4]=1[NH:5][C:11](=[O:20])[C:12]1[CH:17]=[CH:16][C:15]([O:18][CH3:19])=[CH:14][CH:13]=1, predict the reactants needed to synthesize it. The reactants are: Cl.[Cl:2][C:3]1[CH:9]=[C:8]([OH:10])[CH:7]=[CH:6][C:4]=1[NH2:5].[C:11](Cl)(=[O:20])[C:12]1[CH:17]=[CH:16][C:15]([O:18][CH3:19])=[CH:14][CH:13]=1.Cl. (2) Given the product [OH:3][CH2:4][C:5]1[CH:6]=[C:7]([C:11]2[CH:12]=[CH:13][C:14]3[N:15]([CH:17]=[C:18]([C:20]([OH:22])=[O:21])[N:19]=3)[CH:16]=2)[CH:8]=[CH:9][CH:10]=1, predict the reactants needed to synthesize it. The reactants are: [OH-].[Li+].[OH:3][CH2:4][C:5]1[CH:6]=[C:7]([C:11]2[CH:12]=[CH:13][C:14]3[N:15]([CH:17]=[C:18]([C:20]([O:22]CC)=[O:21])[N:19]=3)[CH:16]=2)[CH:8]=[CH:9][CH:10]=1.Cl. (3) The reactants are: [CH:1]1([N:4]([C@@H:18]2[C@H:25]3[C@H:21]([CH2:22][NH:23][CH2:24]3)[CH2:20][CH2:19]2)[S:5]([C:8]2[CH:13]=[CH:12][CH:11]=[C:10]([C:14]([F:17])([F:16])[F:15])[CH:9]=2)(=[O:7])=[O:6])[CH2:3][CH2:2]1.[F:26][C:27]1[CH:32]=[CH:31][C:30]([CH:33]([C:40]2[CH:45]=[CH:44][C:43]([F:46])=[CH:42][CH:41]=2)[CH2:34][CH2:35][CH2:36][CH2:37][CH:38]=O)=[CH:29][CH:28]=1.C(O)(=O)C.C([BH3-])#N. Given the product [F:26][C:27]1[CH:28]=[CH:29][C:30]([CH:33]([C:40]2[CH:41]=[CH:42][C:43]([F:46])=[CH:44][CH:45]=2)[CH2:34][CH2:35][CH2:36][CH2:37][CH2:38][N:23]2[CH2:24][C@H:25]3[C@@H:18]([N:4]([CH:1]4[CH2:2][CH2:3]4)[S:5]([C:8]4[CH:13]=[CH:12][CH:11]=[C:10]([C:14]([F:15])([F:17])[F:16])[CH:9]=4)(=[O:6])=[O:7])[CH2:19][CH2:20][C@H:21]3[CH2:22]2)=[CH:31][CH:32]=1, predict the reactants needed to synthesize it.